Dataset: Peptide-MHC class II binding affinity with 134,281 pairs from IEDB. Task: Regression. Given a peptide amino acid sequence and an MHC pseudo amino acid sequence, predict their binding affinity value. This is MHC class II binding data. (1) The peptide sequence is LMVVVIPEPGQQRSI. The MHC is HLA-DQA10201-DQB10303 with pseudo-sequence HLA-DQA10201-DQB10303. The binding affinity (normalized) is 0.400. (2) The peptide sequence is IRSPMVQHTSLYLAM. The MHC is H-2-IAd with pseudo-sequence H-2-IAd. The binding affinity (normalized) is 0.299. (3) The peptide sequence is SCVYNMMGKREKKLG. The MHC is DRB1_1101 with pseudo-sequence DRB1_1101. The binding affinity (normalized) is 0.797. (4) The peptide sequence is DVLFRLENHAETLRA. The MHC is DRB1_0301 with pseudo-sequence DRB1_0301. The binding affinity (normalized) is 0.385. (5) The peptide sequence is DINASFRAAMATTAN. The MHC is DRB3_0101 with pseudo-sequence DRB3_0101. The binding affinity (normalized) is 0.389. (6) The MHC is HLA-DQA10501-DQB10301 with pseudo-sequence HLA-DQA10501-DQB10301. The binding affinity (normalized) is 0.385. The peptide sequence is EKIEENGSMRVFVDVI.